From a dataset of Forward reaction prediction with 1.9M reactions from USPTO patents (1976-2016). Predict the product of the given reaction. (1) Given the reactants Cl[CH2:2][CH2:3][N:4]1[CH2:9][CH2:8][N:7]([C:10]2[CH:15]=[CH:14][CH:13]=[CH:12][C:11]=2[O:16][CH3:17])[CH2:6][CH2:5]1.[NH:18]1[C:26]2[CH2:25][CH2:24][CH2:23][C:22](=[O:27])[C:21]=2[CH:20]=[CH:19]1.[OH-].[Na+].C(OCC)(=O)C, predict the reaction product. The product is: [CH3:17][O:16][C:11]1[CH:12]=[CH:13][CH:14]=[CH:15][C:10]=1[N:7]1[CH2:8][CH2:9][N:4]([CH2:3][CH2:2][N:18]2[C:26]3[CH2:25][CH2:24][CH2:23][C:22](=[O:27])[C:21]=3[CH:20]=[CH:19]2)[CH2:5][CH2:6]1. (2) The product is: [CH3:11][N:4]1[C:5]2[C:10](=[CH:9][CH:8]=[CH:7][CH:6]=2)[C:21]2([CH2:26][CH2:25][CH2:24][CH2:23][CH2:22]2)[C:2]2[CH:15]=[CH:14][CH:13]=[CH:12][C:3]1=2. Given the reactants Br[C:2]1[CH:15]=[CH:14][CH:13]=[CH:12][C:3]=1[N:4]([CH3:11])[C:5]1[CH:10]=[CH:9][CH:8]=[CH:7][CH:6]=1.[Li]CCCC.[C:21]1(=O)[CH2:26][CH2:25][CH2:24][CH2:23][CH2:22]1.OS(O)(=O)=O, predict the reaction product. (3) The product is: [NH2:1][C:4]1[CH:5]=[CH:6][CH:7]=[C:8]2[C:12]=1[NH:11][N:10]=[CH:9]2. Given the reactants [N+:1]([C:4]1[CH:5]=[CH:6][CH:7]=[C:8]2[C:12]=1[NH:11][N:10]=[CH:9]2)([O-])=O.CC1C=CC=C([N+]([O-])=O)C=1N, predict the reaction product. (4) Given the reactants [C:1]([C:4]1[CH:11]=[C:10]([Cl:12])[C:7]([C:8]#[N:9])=[C:6]([Br:13])[C:5]=1[O:14][CH2:15][CH3:16])(=O)[CH3:2].[NH3:17].[BH4-].[Na+], predict the reaction product. The product is: [NH2:17][CH:1]([C:4]1[CH:11]=[C:10]([Cl:12])[C:7]([C:8]#[N:9])=[C:6]([Br:13])[C:5]=1[O:14][CH2:15][CH3:16])[CH3:2].